This data is from Catalyst prediction with 721,799 reactions and 888 catalyst types from USPTO. The task is: Predict which catalyst facilitates the given reaction. Reactant: Cl[C:2]1[C:11]2[C:6](=[CH:7][CH:8]=[C:9]([N+:12]([O-:14])=[O:13])[CH:10]=2)[N:5]=[CH:4][N:3]=1.[Cl:15][C:16]1[CH:17]=[C:18]([CH:20]=[CH:21][C:22]=1[O:23][CH2:24][C:25]1[CH:30]=[CH:29][CH:28]=[C:27]([F:31])[CH:26]=1)[NH2:19]. Product: [Cl:15][C:16]1[CH:17]=[C:18]([NH:19][C:2]2[C:11]3[C:6](=[CH:7][CH:8]=[C:9]([N+:12]([O-:14])=[O:13])[CH:10]=3)[N:5]=[CH:4][N:3]=2)[CH:20]=[CH:21][C:22]=1[O:23][CH2:24][C:25]1[CH:30]=[CH:29][CH:28]=[C:27]([F:31])[CH:26]=1. The catalyst class is: 32.